This data is from Reaction yield outcomes from USPTO patents with 853,638 reactions. The task is: Predict the reaction yield, written as a fraction of the theoretical maximum amount of product (1.0 means a 100% yield; for example, 0.34 means a 34% yield). (1) The reactants are [CH3:1][C:2]1[S:6][C:5]([C:7]([O:9][CH3:10])=[O:8])=[CH:4][C:3]=1[N+:11]([O-])=O.CO. The catalyst is O1CCCC1.[C].[Pd]. The product is [NH2:11][C:3]1[CH:4]=[C:5]([C:7]([O:9][CH3:10])=[O:8])[S:6][C:2]=1[CH3:1]. The yield is 0.720. (2) The reactants are [CH2:1]([O:8][C:9](=[O:17])[NH:10][C@H:11]([CH3:16])[CH2:12][CH2:13][CH:14]=[CH2:15])[C:2]1[CH:7]=[CH:6][CH:5]=[CH:4][CH:3]=1.[H-].[Na+].[CH2:20](Br)[CH:21]=[CH2:22].Cl. The catalyst is CN(C=O)C.O. The product is [CH2:1]([O:8][C:9](=[O:17])[N:10]([CH2:22][CH:21]=[CH2:20])[C@H:11]([CH3:16])[CH2:12][CH2:13][CH:14]=[CH2:15])[C:2]1[CH:7]=[CH:6][CH:5]=[CH:4][CH:3]=1. The yield is 0.950. (3) The reactants are [CH2:1]([CH2:13][Si:14]([CH3:17])([CH3:16])Cl)[CH2:2][CH2:3][CH2:4][CH2:5][CH2:6][CH2:7][CH2:8][CH2:9][CH2:10][CH2:11]C.[CH2:18]([Mg]Cl)[C:19](=[CH2:21])[CH3:20]. The catalyst is C1COCC1. The product is [CH2:13]([Si:14]([CH2:16][C:4](=[CH2:3])[CH3:5])([CH2:17][C:1](=[CH2:2])[CH3:13])[CH2:18][C:19](=[CH2:21])[CH3:20])[CH2:1][CH2:2][CH2:3][CH2:4][CH2:5][CH2:6][CH2:7][CH2:8][CH2:9][CH2:10][CH3:11]. The yield is 0.880. (4) The reactants are [OH-].[Na+].[CH2:3]([OH:21])[CH2:4][O:5][CH2:6][CH2:7][O:8][CH2:9][CH2:10][O:11][CH2:12][CH2:13][O:14][CH2:15][CH2:16][O:17][CH2:18][CH2:19][OH:20].[CH2:22](Cl)[C:23]1[CH:28]=[CH:27][CH:26]=[CH:25][CH:24]=1. The catalyst is O.[Cl-].[Na+].O. The product is [CH2:22]([O:20][CH2:19][CH2:18][O:17][CH2:16][CH2:15][O:14][CH2:13][CH2:12][O:11][CH2:10][CH2:9][O:8][CH2:7][CH2:6][O:5][CH2:4][CH2:3][OH:21])[C:23]1[CH:28]=[CH:27][CH:26]=[CH:25][CH:24]=1. The yield is 0.700. (5) The reactants are FC(F)(F)C(O)=O.S([N:18]1[C:26]2[CH:25]=[C:24]([N:27]3[CH:32]=[CH:31][C:30]([C:33]4[CH:38]=[CH:37][C:36]([C:39]([F:42])([F:41])[F:40])=[CH:35][N:34]=4)=[CH:29][C:28]3=[O:43])[CH:23]=[CH:22][C:21]=2[C:20]2[CH2:44][NH:45][CH2:46][CH2:47][C:19]1=2)(C1C=CC(C)=CC=1)(=O)=O.C1(N)C(F)=C(F)C(F)=C(N)C=1F.[ClH:60].Cl. No catalyst specified. The product is [ClH:60].[ClH:60].[CH2:44]1[C:20]2[C:21]3[CH:22]=[CH:23][C:24]([N:27]4[CH:32]=[CH:31][C:30]([C:33]5[CH:38]=[CH:37][C:36]([C:39]([F:41])([F:40])[F:42])=[CH:35][N:34]=5)=[CH:29][C:28]4=[O:43])=[CH:25][C:26]=3[NH:18][C:19]=2[CH2:47][CH2:46][NH:45]1. The yield is 0.250. (6) The reactants are [Br:1][C:2]1[CH:7]=[C:6]([CH3:8])[C:5]([NH:9][C:10]2[C:15]([N+:16]([O-:18])=[O:17])=[C:14]([CH3:19])[N:13]=[C:12](Cl)[N:11]=2)=[C:4]([CH3:21])[CH:3]=1.[NH2:22][C:23]1[CH:30]=[CH:29][C:26]([C:27]#[N:28])=[CH:25][CH:24]=1.N1C=CC=C[CH:32]=1. The catalyst is C1COCC1. The product is [CH3:32][C:29]1[CH:30]=[C:23]([NH:22][C:12]2[N:11]=[C:10]([NH:9][C:5]3[C:6]([CH3:8])=[CH:7][C:2]([Br:1])=[CH:3][C:4]=3[CH3:21])[C:15]([N+:16]([O-:18])=[O:17])=[C:14]([CH3:19])[N:13]=2)[CH:24]=[CH:25][C:26]=1[C:27]#[N:28]. The yield is 0.640. (7) The reactants are Cl[CH2:2][C:3]([C:5]1[NH:6][C:7]2[C:12]([CH:13]=1)=[CH:11][CH:10]=[CH:9][C:8]=2[N:14]([CH3:23])[S:15]([C:18]1[S:19][CH:20]=[CH:21][CH:22]=1)(=[O:17])=[O:16])=O.[CH3:24][NH:25][C:26]([NH2:28])=[S:27].CN(C)C(=O)C. The catalyst is C(OCC)(=O)C. The product is [CH3:23][N:14]([C:8]1[CH:9]=[CH:10][CH:11]=[C:12]2[C:7]=1[NH:6][C:5]([C:3]1[N:28]=[C:26]([NH:25][CH3:24])[S:27][CH:2]=1)=[CH:13]2)[S:15]([C:18]1[S:19][CH:20]=[CH:21][CH:22]=1)(=[O:17])=[O:16]. The yield is 0.770.